Dataset: NCI-60 drug combinations with 297,098 pairs across 59 cell lines. Task: Regression. Given two drug SMILES strings and cell line genomic features, predict the synergy score measuring deviation from expected non-interaction effect. Drug 1: CNC(=O)C1=CC=CC=C1SC2=CC3=C(C=C2)C(=NN3)C=CC4=CC=CC=N4. Drug 2: CC1CCC2CC(C(=CC=CC=CC(CC(C(=O)C(C(C(=CC(C(=O)CC(OC(=O)C3CCCCN3C(=O)C(=O)C1(O2)O)C(C)CC4CCC(C(C4)OC)O)C)C)O)OC)C)C)C)OC. Cell line: SK-MEL-5. Synergy scores: CSS=9.57, Synergy_ZIP=-3.01, Synergy_Bliss=1.69, Synergy_Loewe=-22.5, Synergy_HSA=-3.97.